From a dataset of Full USPTO retrosynthesis dataset with 1.9M reactions from patents (1976-2016). Predict the reactants needed to synthesize the given product. (1) Given the product [CH2:1]([O:3][C:4](=[O:11])[CH2:5][C:6]1[N:30]2[CH:31]=[C:26]([C:25]([C:33]3[CH:34]=[CH:35][CH:36]=[CH:37][CH:38]=3)([C:39]3[CH:40]=[CH:41][CH:42]=[CH:43][CH:44]=3)[O:24][SiH2:23][C:19]([CH3:22])([CH3:20])[CH3:21])[CH:27]=[CH:28][C:29]2=[N:32][C:7]=1[CH3:8])[CH3:2], predict the reactants needed to synthesize it. The reactants are: [CH2:1]([O:3][C:4](=[O:11])[CH2:5][CH:6](Br)[C:7](=O)[CH3:8])[CH3:2].C(N(CC)CC)C.[C:19]([SiH2:23][O:24][C:25]([C:39]1[CH:44]=[CH:43][CH:42]=[CH:41][CH:40]=1)([C:33]1[CH:38]=[CH:37][CH:36]=[CH:35][CH:34]=1)[C:26]1[CH:27]=[CH:28][C:29]([NH2:32])=[N:30][CH:31]=1)([CH3:22])([CH3:21])[CH3:20]. (2) Given the product [NH2:22][O:21][CH2:20][C:19]([N:9]([CH2:8][CH2:7][C:6]([OH:31])=[O:5])[CH2:10][CH2:11][C:12]([OH:14])=[O:13])=[O:30], predict the reactants needed to synthesize it. The reactants are: C([O:5][C:6](=[O:31])[CH2:7][CH2:8][N:9]([C:19](=[O:30])[CH2:20][O:21][NH:22]C(OC(C)(C)C)=O)[CH2:10][CH2:11][C:12]([O:14]C(C)(C)C)=[O:13])(C)(C)C.FC(F)(F)C(O)=O.Cl. (3) Given the product [CH2:29]([NH:28][C:26](=[O:27])[N:25]([CH2:24][C:15]1[CH:16]=[C:17]([C:20]([F:22])([F:23])[F:21])[CH:18]=[CH:19][C:14]=1[C:8]1[C:9]([O:12][CH3:13])=[CH:10][CH:11]=[C:6]([CH2:5][C:4]([OH:38])=[O:3])[CH:7]=1)[CH2:36][CH3:37])[C:30]1[CH:31]=[CH:32][CH:33]=[CH:34][CH:35]=1, predict the reactants needed to synthesize it. The reactants are: C([O:3][C:4](=[O:38])[CH2:5][C:6]1[CH:7]=[C:8]([C:14]2[CH:19]=[CH:18][C:17]([C:20]([F:23])([F:22])[F:21])=[CH:16][C:15]=2[CH2:24][N:25]([CH2:36][CH3:37])[C:26]([NH:28][CH2:29][C:30]2[CH:35]=[CH:34][CH:33]=[CH:32][CH:31]=2)=[O:27])[C:9]([O:12][CH3:13])=[CH:10][CH:11]=1)C.[OH-].[Na+].Cl. (4) Given the product [CH3:9][O:8][C:6]1[CH:5]=[CH:4][N:3]=[C:2]([NH:20][C:19]2[CH:18]=[CH:17][C:16]([N:13]3[CH:14]=[N:15][C:11]([CH3:10])=[N:12]3)=[CH:22][CH:21]=2)[N:7]=1, predict the reactants needed to synthesize it. The reactants are: Cl[C:2]1[N:7]=[C:6]([O:8][CH3:9])[CH:5]=[CH:4][N:3]=1.[CH3:10][C:11]1[N:15]=[CH:14][N:13]([C:16]2[CH:22]=[CH:21][C:19]([NH2:20])=[CH:18][CH:17]=2)[N:12]=1. (5) Given the product [CH2:26]([N:28]1[CH2:33][CH2:32][N:31]([C:2]2[N:7]3[CH:8]=[C:9]([CH2:11][N:12]4[C@H:25]5[C@H:16]([CH2:17][CH2:18][C:19]6[C:24]5=[N:23][CH:22]=[CH:21][CH:20]=6)[CH2:15][CH2:14][CH2:13]4)[N:10]=[C:6]3[CH:5]=[CH:4][CH:3]=2)[CH2:30][CH2:29]1)[CH3:27], predict the reactants needed to synthesize it. The reactants are: F[C:2]1[N:7]2[CH:8]=[C:9]([CH2:11][N:12]3[C@H:25]4[C@H:16]([CH2:17][CH2:18][C:19]5[C:24]4=[N:23][CH:22]=[CH:21][CH:20]=5)[CH2:15][CH2:14][CH2:13]3)[N:10]=[C:6]2[CH:5]=[CH:4][CH:3]=1.[CH2:26]([N:28]1[CH2:33][CH2:32][NH:31][CH2:30][CH2:29]1)[CH3:27]. (6) Given the product [F:3][C:4]1[CH:5]=[C:6]([C:27]2[C:28]([CH3:44])=[CH:29][C:30]([O:33][CH2:34][C:35]3([C:39]([OH:41])=[O:40])[CH2:36][CH2:37][CH2:38]3)=[N:31][CH:32]=2)[CH:7]=[CH:8][C:9]=1[C:10]1[N:11]([CH2:19][O:20][CH2:21][CH2:22][Si:23]([CH3:26])([CH3:25])[CH3:24])[CH:12]=[C:13]([C:15]([F:18])([F:16])[F:17])[N:14]=1, predict the reactants needed to synthesize it. The reactants are: [OH-].[Na+].[F:3][C:4]1[CH:5]=[C:6]([C:27]2[C:28]([CH3:44])=[CH:29][C:30]([O:33][CH2:34][C:35]3([C:39]([O:41]CC)=[O:40])[CH2:38][CH2:37][CH2:36]3)=[N:31][CH:32]=2)[CH:7]=[CH:8][C:9]=1[C:10]1[N:11]([CH2:19][O:20][CH2:21][CH2:22][Si:23]([CH3:26])([CH3:25])[CH3:24])[CH:12]=[C:13]([C:15]([F:18])([F:17])[F:16])[N:14]=1. (7) Given the product [F:15][C:16]1[CH:23]=[CH:22][C:19]([CH2:20][NH:21][C:7]([C:6]2[N:1]=[CH:2][N:3]=[C:4]([C:11]([O:13][CH3:14])=[O:12])[CH:5]=2)=[O:9])=[CH:18][C:17]=1[CH3:24], predict the reactants needed to synthesize it. The reactants are: [N:1]1[C:6]([C:7]([O:9]C)=O)=[CH:5][C:4]([C:11]([O:13][CH3:14])=[O:12])=[N:3][CH:2]=1.[F:15][C:16]1[CH:23]=[CH:22][C:19]([CH2:20][NH2:21])=[CH:18][C:17]=1[CH3:24].